Dataset: Buchwald-Hartwig C-N cross coupling reaction yields with 55,370 reactions. Task: Predict the reaction yield, written as a fraction of the theoretical maximum amount of product (1.0 means a 100% yield; for example, 0.34 means a 34% yield). (1) The reactants are COc1ccc(Cl)cc1.Cc1ccc(N)cc1.O=S(=O)(O[Pd]1c2ccccc2-c2ccccc2N~1)C(F)(F)F.CC(C)c1cc(C(C)C)c(-c2ccccc2P(C2CCCCC2)C2CCCCC2)c(C(C)C)c1.CN1CCCN2CCCN=C12.c1ccc(CN(Cc2ccccc2)c2ccno2)cc1. No catalyst specified. The product is COc1ccc(Nc2ccc(C)cc2)cc1. The yield is 0. (2) The reactants are FC(F)(F)c1ccc(Br)cc1.Cc1ccc(N)cc1.O=S(=O)(O[Pd]1c2ccccc2-c2ccccc2N~1)C(F)(F)F.COc1ccc(OC)c(P([C@]23C[C@H]4C[C@H](C[C@H](C4)C2)C3)[C@]23C[C@H]4C[C@H](C[C@H](C4)C2)C3)c1-c1c(C(C)C)cc(C(C)C)cc1C(C)C.CCN=P(N=P(N(C)C)(N(C)C)N(C)C)(N(C)C)N(C)C.COC(=O)c1cc(-c2cccs2)on1. No catalyst specified. The product is Cc1ccc(Nc2ccc(C(F)(F)F)cc2)cc1. The yield is 0.198.